Dataset: Catalyst prediction with 721,799 reactions and 888 catalyst types from USPTO. Task: Predict which catalyst facilitates the given reaction. (1) Reactant: [CH2:1]([N:3](CC)CC)C.ClC(Cl)(O[C:12](=[O:18])[O:13][C:14](Cl)(Cl)Cl)Cl.[F:20][C:21]([F:49])(CO)[CH2:22][N:23]1[C:27]([C:28]2[CH:33]=[CH:32][C:31]([F:34])=[CH:30][CH:29]=2)=[C:26]([C:35]2[CH:36]=[CH:37][C:38]3[O:43][CH2:42][C:41](=[O:44])[NH:40][C:39]=3[CH:45]=2)[C:25]([CH3:46])=[N:24]1.C([O-])(O)=O.[Na+]. Product: [CH3:1][NH:3][C:12](=[O:18])[O:13][CH2:14][C:21]([F:49])([F:20])[CH2:22][N:23]1[C:27]([C:28]2[CH:29]=[CH:30][C:31]([F:34])=[CH:32][CH:33]=2)=[C:26]([C:35]2[CH:36]=[CH:37][C:38]3[O:43][CH2:42][C:41](=[O:44])[NH:40][C:39]=3[CH:45]=2)[C:25]([CH3:46])=[N:24]1. The catalyst class is: 10. (2) Reactant: Br[CH2:2][CH2:3][O:4][C:5]1[CH:12]=[CH:11][C:8]([CH:9]=[O:10])=[CH:7][CH:6]=1.[OH:13][C:14]1[CH:23]=[CH:22][C:17]([C:18]([O:20][CH3:21])=[O:19])=[CH:16][CH:15]=1.C([O-])([O-])=O.[K+].[K+]. Product: [CH:9]([C:8]1[CH:11]=[CH:12][C:5]([O:4][CH2:3][CH2:2][O:13][C:14]2[CH:15]=[CH:16][C:17]([C:18]([O:20][CH3:21])=[O:19])=[CH:22][CH:23]=2)=[CH:6][CH:7]=1)=[O:10]. The catalyst class is: 3. (3) Reactant: [OH-].[Na+].C([O:5][C:6]([C:8]1[CH:9]=[N:10][N:11]([C:14]2[CH:19]=[CH:18][C:17]([CH2:20][O:21][CH3:22])=[CH:16][CH:15]=2)[C:12]=1[CH3:13])=[O:7])C. Product: [CH3:22][O:21][CH2:20][C:17]1[CH:16]=[CH:15][C:14]([N:11]2[C:12]([CH3:13])=[C:8]([C:6]([OH:7])=[O:5])[CH:9]=[N:10]2)=[CH:19][CH:18]=1. The catalyst class is: 8. (4) Reactant: [CH2:1]([C:9]1[CH:27]=[CH:26][CH:25]=[CH:24][C:10]=1[CH2:11][N:12]([C:15]1[CH:23]=[CH:22][C:18]([C:19]([OH:21])=O)=[CH:17][CH:16]=1)[CH2:13][CH3:14])[CH2:2][C:3]1[CH:8]=[CH:7][CH:6]=[CH:5][CH:4]=1.[C:28](Cl)(=O)[C:29](Cl)=O.[CH3:34][N:35](C=O)C. Product: [CH2:34]([NH:35][C:19](=[O:21])[C:18]1[CH:17]=[CH:16][C:15]([N:12]([CH2:13][CH3:14])[CH2:11][C:10]2[CH:24]=[CH:25][CH:26]=[CH:27][C:9]=2[CH2:1][CH2:2][C:3]2[CH:4]=[CH:5][CH:6]=[CH:7][CH:8]=2)=[CH:23][CH:22]=1)[CH2:28][CH3:29]. The catalyst class is: 2. (5) Reactant: Br[C:2]1[CH:3]=[C:4]([C:9]2[O:13][C:12](=[O:14])[N:11]([CH3:15])[N:10]=2)[CH:5]=[CH:6][C:7]=1[CH3:8].C[Sn](C)(C)[C:18]1[N:19]=[CH:20][C:21]([NH2:24])=[N:22][CH:23]=1.NC1C=NC(Br)=CN=1. Product: [NH2:24][C:21]1[N:22]=[CH:23][C:18]([C:2]2[CH:3]=[C:4]([C:9]3[O:13][C:12](=[O:14])[N:11]([CH3:15])[N:10]=3)[CH:5]=[CH:6][C:7]=2[CH3:8])=[N:19][CH:20]=1. The catalyst class is: 176. (6) Reactant: [Br:1][C:2]1[C:3]([CH3:11])=[C:4]([CH:8]=[CH:9][CH:10]=1)[C:5]([OH:7])=O.CN(C(ON1N=NC2C=CC=NC1=2)=[N+](C)C)C.F[P-](F)(F)(F)(F)F.CCN(CC)CC.[N:43]1([CH:48]2[CH2:53][CH2:52][NH:51][CH2:50][CH2:49]2)[CH2:47][CH2:46][CH2:45][CH2:44]1. Product: [Br:1][C:2]1[C:3]([CH3:11])=[C:4]([C:5]([N:51]2[CH2:52][CH2:53][CH:48]([N:43]3[CH2:47][CH2:46][CH2:45][CH2:44]3)[CH2:49][CH2:50]2)=[O:7])[CH:8]=[CH:9][CH:10]=1. The catalyst class is: 3. (7) Reactant: Br[C:2]1[C:7]([F:8])=[C:6]([Si:9]([C:12]([CH3:15])([CH3:14])[CH3:13])([CH3:11])[CH3:10])[C:5]([F:16])=[C:4]([F:17])[N:3]=1.C([Li])CCC.[Cl:23][C:24]1[C:29]([CH:30]=[O:31])=[C:28]([Cl:32])[N:27]=[CH:26][N:25]=1. Product: [Si:9]([C:6]1[C:5]([F:16])=[C:4]([F:17])[N:3]=[C:2]([CH:30]([C:29]2[C:24]([Cl:23])=[N:25][CH:26]=[N:27][C:28]=2[Cl:32])[OH:31])[C:7]=1[F:8])([C:12]([CH3:15])([CH3:14])[CH3:13])([CH3:11])[CH3:10]. The catalyst class is: 1. (8) Reactant: [C:1]([NH:8][C:9]1[S:10][C:11]([CH:26]=[CH2:27])=[C:12]([C:14]([O:16][CH2:17][P:18]([O:23][CH2:24][CH3:25])([O:20][CH2:21][CH3:22])=[O:19])=[O:15])[N:13]=1)([O:3][C:4]([CH3:7])([CH3:6])[CH3:5])=[O:2]. Product: [C:1]([NH:8][C:9]1[S:10][C:11]([CH2:26][CH3:27])=[C:12]([C:14]([O:16][CH2:17][P:18]([O:23][CH2:24][CH3:25])([O:20][CH2:21][CH3:22])=[O:19])=[O:15])[N:13]=1)([O:3][C:4]([CH3:5])([CH3:7])[CH3:6])=[O:2]. The catalyst class is: 19.